From a dataset of Reaction yield outcomes from USPTO patents with 853,638 reactions. Predict the reaction yield, written as a fraction of the theoretical maximum amount of product (1.0 means a 100% yield; for example, 0.34 means a 34% yield). (1) The catalyst is C(O)C. The yield is 0.290. The reactants are [NH2:1][C:2]1[CH:9]=[CH:8][C:5]([C:6]#[N:7])=[CH:4][CH:3]=1.P(=O)(O)(O)O.[N+]([O-])(O)=O.[N:19]([O-])=O.[Na+].[CH3:23][C:24](=[O:29])[CH2:25][C:26](=[O:28])[CH3:27].C([O-])(=O)C.[K+].C([O-])([O-])=O.[Na+].[Na+]. The product is [C:26]([C:25](=[N:19][NH:1][C:2]1[CH:9]=[CH:8][C:5]([C:6]#[N:7])=[CH:4][CH:3]=1)[C:24](=[O:29])[CH3:23])(=[O:28])[CH3:27]. (2) The reactants are [O:1]1[C:5]2[CH:6]=[CH:7][C:8]([C:10](=O)[CH2:11][C:12]([O:14]CC)=O)=[CH:9][C:4]=2[O:3][CH2:2]1.CC1C=CC(S(O)(=O)=O)=CC=1.[CH2:29]([NH:31][C:32]1[C:36]([C:37]2[CH:42]=[CH:41][CH:40]=[CH:39][N:38]=2)=[C:35]([NH2:43])[NH:34][N:33]=1)[CH3:30]. The catalyst is CCCCO. The product is [O:1]1[C:5]2[CH:6]=[CH:7][C:8]([C:10]3[NH:43][C:35]4[N:34]([N:33]=[C:32]([NH:31][CH2:29][CH3:30])[C:36]=4[C:37]4[CH:42]=[CH:41][CH:40]=[CH:39][N:38]=4)[C:12](=[O:14])[CH:11]=3)=[CH:9][C:4]=2[O:3][CH2:2]1. The yield is 0.290. (3) The reactants are Cl.[NH2:2][C:3]1[C:4]2[C:14]([O:15][CH2:16][C@H:17]3[CH2:22][CH2:21][CH2:20][CH2:19][NH:18]3)=[CH:13][CH:12]=[CH:11][C:5]=2[NH:6][S:7](=[O:10])(=[O:9])[N:8]=1.C(N(CC)CC)C.[CH3:30][CH:31]([CH3:36])[CH2:32][C:33](O)=[O:34].CCN=C=NCCCN(C)C.Cl.C1C=CC2N(O)N=NC=2C=1. The catalyst is CN(C=O)C. The product is [NH2:2][C:3]1[C:4]2[C:14]([O:15][CH2:16][C@H:17]3[CH2:22][CH2:21][CH2:20][CH2:19][N:18]3[C:33](=[O:34])[CH2:32][CH:31]([CH3:36])[CH3:30])=[CH:13][CH:12]=[CH:11][C:5]=2[NH:6][S:7](=[O:9])(=[O:10])[N:8]=1. The yield is 0.130. (4) The reactants are [CH3:1][O:2][C:3]1[CH:21]=[C:20]([O:22][CH3:23])[CH:19]=[CH:18][C:4]=1[CH2:5][N:6]1[C:14](=[O:15])[C:13]2[C:8](=[CH:9][CH:10]=[CH:11][C:12]=2[OH:16])[C:7]1=[O:17].Cl.[CH3:25][N:26]([CH3:30])[CH2:27][CH2:28]Cl.C(=O)([O-])[O-].[K+].[K+]. The catalyst is CN(C=O)C. The product is [CH3:1][O:2][C:3]1[CH:21]=[C:20]([O:22][CH3:23])[CH:19]=[CH:18][C:4]=1[CH2:5][N:6]1[C:14](=[O:15])[C:13]2[C:8](=[CH:9][CH:10]=[CH:11][C:12]=2[O:16][CH2:28][CH2:27][N:26]([CH3:30])[CH3:25])[C:7]1=[O:17]. The yield is 0.610. (5) The reactants are [Br:1][C:2]1[CH:7]=[CH:6][C:5]([CH:8]2[CH2:11][CH2:10][NH:9]2)=[CH:4][CH:3]=1.C(N(CC)CC)C.[CH3:19][S:20](Cl)(=[O:22])=[O:21].C(OCC)(=O)C. The catalyst is ClCCl. The product is [Br:1][C:2]1[CH:3]=[CH:4][C:5]([CH:8]2[CH2:11][CH2:10][N:9]2[S:20]([CH3:19])(=[O:22])=[O:21])=[CH:6][CH:7]=1. The yield is 0.850.